This data is from Catalyst prediction with 721,799 reactions and 888 catalyst types from USPTO. The task is: Predict which catalyst facilitates the given reaction. (1) Reactant: F[C:2]([O:4][CH:5]([F:7])[CH3:6])=[O:3].[CH2:8]([OH:11])[C:9]#[CH:10]. Product: [C:2](=[O:3])([O:11][CH2:8][C:9]#[CH:10])[O:4][CH:5]([F:7])[CH3:6]. The catalyst class is: 17. (2) Reactant: [Cl:1][C:2]1[CH:3]=[N:4][C:5]([NH:8][C:9]2[CH:14]=[CH:13][C:12]([CH:15]3[O:20][CH2:19][CH2:18][N:17](C(OC(C)(C)C)=O)[CH2:16]3)=[CH:11][C:10]=2[F:28])=[N:6][CH:7]=1.FC(F)(F)C(O)=O.CCOC(C)=O.C1COCC1. Product: [Cl:1][C:2]1[CH:3]=[N:4][C:5]([NH:8][C:9]2[CH:14]=[CH:13][C:12]([CH:15]3[O:20][CH2:19][CH2:18][NH:17][CH2:16]3)=[CH:11][C:10]=2[F:28])=[N:6][CH:7]=1. The catalyst class is: 47.